This data is from Catalyst prediction with 721,799 reactions and 888 catalyst types from USPTO. The task is: Predict which catalyst facilitates the given reaction. (1) Reactant: [Br:1][C:2]1[C:11]2[C:6](=[CH:7][CH:8]=[CH:9][CH:10]=2)[C:5]([NH2:12])=[N:4][CH:3]=1.C(N([CH2:20][CH3:21])C(C)C)(C)C.[C:22](Cl)(=[O:24])[CH3:23].[OH2:26]. Product: [C:22]([N:12]([C:5]1[C:6]2[C:11](=[CH:10][CH:9]=[CH:8][CH:7]=2)[C:2]([Br:1])=[CH:3][N:4]=1)[C:20](=[O:26])[CH3:21])(=[O:24])[CH3:23]. The catalyst class is: 2. (2) Reactant: [OH:1][CH:2]1[CH2:7][CH2:6][N:5]([C:8]2[N:13]=[C:12]([CH3:14])[N:11]([CH2:15][C:16]3[S:17][C:18]([C:21]([F:24])([F:23])[F:22])=[CH:19][CH:20]=3)[C:10](=[O:25])[N:9]=2)[CH2:4][CH2:3]1.C(N(CC)CC)C.[CH3:33][S:34](Cl)(=[O:36])=[O:35]. Product: [CH3:33][S:34]([O:1][CH:2]1[CH2:3][CH2:4][N:5]([C:8]2[N:13]=[C:12]([CH3:14])[N:11]([CH2:15][C:16]3[S:17][C:18]([C:21]([F:23])([F:22])[F:24])=[CH:19][CH:20]=3)[C:10](=[O:25])[N:9]=2)[CH2:6][CH2:7]1)(=[O:36])=[O:35]. The catalyst class is: 46. (3) Reactant: O=[C:2]([CH2:8][C:9](=O)[CH2:10][CH3:11])[C:3]([O:5][CH2:6][CH3:7])=[O:4].[CH3:13][NH:14][NH2:15]. Product: [CH2:10]([C:9]1[N:14]([CH3:13])[N:15]=[C:2]([C:3]([O:5][CH2:6][CH3:7])=[O:4])[CH:8]=1)[CH3:11]. The catalyst class is: 15. (4) Reactant: Br[C:2]1[CH:3]=[N:4][C:5]([NH:8][C:9]2[CH:14]=[CH:13][C:12]([CH:15]([OH:20])[C:16]([F:19])([F:18])[F:17])=[CH:11][CH:10]=2)=[N:6][CH:7]=1.[F:21][C:22]1[CH:29]=[CH:28][C:25]([NH:26][CH3:27])=[CH:24][CH:23]=1.C1(P(C2CCCCC2)C2C=CC=CC=2C2C=CC=CC=2)CCCCC1.[Li+].C[Si]([N-][Si](C)(C)C)(C)C. Product: [OH:20][CH:15]([C:12]1[CH:13]=[CH:14][C:9]([NH:8][C:5]2[N:4]=[CH:3][C:2]([N:26]([C:25]3[CH:28]=[CH:29][C:22]([F:21])=[CH:23][CH:24]=3)[CH3:27])=[CH:7][N:6]=2)=[CH:10][CH:11]=1)[C:16]([F:19])([F:18])[F:17]. The catalyst class is: 56. (5) Reactant: [CH3:1][CH2:2][N:3]([CH2:6][CH2:7][NH:8][C:9]([C:11]1[C:12]([CH3:29])=[C:13](/[CH:17]=[C:18]2/[C:19]3[CH:20]=[C:21]([F:28])[CH:22]=[CH:23][C:24]=3[NH:25][C:26]/2=[O:27])[NH:14][C:15]=1[CH3:16])=[O:10])[CH2:4][CH3:5].[C:30]([OH:42])(=[O:41])[CH2:31][C:32]([CH2:37][C:38]([OH:40])=[O:39])([C:34]([OH:36])=[O:35])[OH:33].CO. Product: [CH3:1][CH2:2][N:3]([CH2:6][CH2:7][NH:8][C:9]([C:11]1[C:12]([CH3:29])=[C:13](/[CH:17]=[C:18]2/[C:19]3[CH:20]=[C:21]([F:28])[CH:22]=[CH:23][C:24]=3[NH:25][C:26]/2=[O:27])[NH:14][C:15]=1[CH3:16])=[O:10])[CH2:4][CH3:5].[C:30]([O-:42])(=[O:41])[CH2:31][C:32]([CH2:37][C:38]([O-:40])=[O:39])([C:34]([O-:36])=[O:35])[OH:33]. The catalyst class is: 6. (6) Reactant: O=[CH:2][CH2:3][CH:4]1[CH2:9][CH2:8][N:7]([C:10]([O:12][C:13]([CH3:16])([CH3:15])[CH3:14])=[O:11])[CH2:6][CH2:5]1.[C:17](=O)([O-])[O-].[K+].[K+].[N+](=C(P(=O)(OC)OC)C(=O)C)=[N-]. Product: [CH2:3]([CH:4]1[CH2:9][CH2:8][N:7]([C:10]([O:12][C:13]([CH3:16])([CH3:15])[CH3:14])=[O:11])[CH2:6][CH2:5]1)[C:2]#[CH:17]. The catalyst class is: 5.